From a dataset of Full USPTO retrosynthesis dataset with 1.9M reactions from patents (1976-2016). Predict the reactants needed to synthesize the given product. (1) Given the product [Cl:1][C:2]1[CH:10]=[CH:9][CH:8]=[CH:7][C:3]=1[CH2:4][NH:14][CH:11]1[CH2:13][CH2:12]1, predict the reactants needed to synthesize it. The reactants are: [Cl:1][C:2]1[CH:10]=[CH:9][CH:8]=[CH:7][C:3]=1[C:4](Cl)=O.[CH:11]1([NH2:14])[CH2:13][CH2:12]1. (2) Given the product [CH2:1]([S:3]([C:6]1[CH:7]=[C:8]([C:12]2[CH:20]=[CH:19][C:18]([O:21][CH2:22][CH2:23][O:24][C:44](=[O:55])[C@@H:45]([NH2:49])[CH3:46])=[C:17]3[C:13]=2[C:14]2[CH:28]=[C:27]([CH3:29])[CH:26]=[N:25][C:15]=2[NH:16]3)[CH:9]=[CH:10][CH:11]=1)(=[O:5])=[O:4])[CH3:2], predict the reactants needed to synthesize it. The reactants are: [CH2:1]([S:3]([C:6]1[CH:7]=[C:8]([C:12]2[CH:20]=[CH:19][C:18]([O:21][CH2:22][CH2:23][OH:24])=[C:17]3[C:13]=2[C:14]2[CH:28]=[C:27]([CH3:29])[CH:26]=[N:25][C:15]=2[NH:16]3)[CH:9]=[CH:10][CH:11]=1)(=[O:5])=[O:4])[CH3:2].C(S(C1C=C(C2[C:46]3C4C=C(C)C=NC=4[NH:49][C:45]=3[C:44]([O:55]C[C@H](OC(=O)[C@H](C)N)C)=NC=2)C=CC=1)(=O)=O)C. (3) The reactants are: [CH3:1][O:2][C:3]1[CH:11]=[CH:10][CH:9]=[C:8]2[C:4]=1[CH2:5][CH2:6][CH:7]2[C:12]([OH:14])=O.[CH3:15][N:16]([CH3:34])[C:17]1[CH:22]=[CH:21][C:20]([CH2:23][NH:24][C:25]2[CH:30]=[CH:29][C:28]([CH:31]([CH3:33])[CH3:32])=[CH:27][CH:26]=2)=[CH:19][CH:18]=1. Given the product [CH3:15][N:16]([CH3:34])[C:17]1[CH:18]=[CH:19][C:20]([CH2:23][N:24]([C:25]2[CH:30]=[CH:29][C:28]([CH:31]([CH3:32])[CH3:33])=[CH:27][CH:26]=2)[C:12]([CH:7]2[C:8]3[C:4](=[C:3]([O:2][CH3:1])[CH:11]=[CH:10][CH:9]=3)[CH2:5][CH2:6]2)=[O:14])=[CH:21][CH:22]=1, predict the reactants needed to synthesize it. (4) Given the product [CH3:1][O:2][C:3]1[CH:8]=[CH:7][C:6]([CH3:9])=[CH:5][C:4]=1[S:10]([C:13]1[CH:14]=[C:15]([CH2:22][OH:23])[C:16]2[O:20][CH:19]=[CH:18][C:17]=2[CH:21]=1)(=[O:11])=[O:12], predict the reactants needed to synthesize it. The reactants are: [CH3:1][O:2][C:3]1[CH:8]=[CH:7][C:6]([CH3:9])=[CH:5][C:4]=1[S:10]([C:13]1[CH:14]=[C:15]([C:22](OC)=[O:23])[C:16]2[O:20][CH:19]=[CH:18][C:17]=2[CH:21]=1)(=[O:12])=[O:11].[H-].[Al+3].[Li+].[H-].[H-].[H-].O.[OH-].[Na+].